This data is from Forward reaction prediction with 1.9M reactions from USPTO patents (1976-2016). The task is: Predict the product of the given reaction. (1) Given the reactants C([O:3][C:4]([C:6]1([NH:10][C:11]([O:13][C:14]([CH3:17])([CH3:16])[CH3:15])=[O:12])[CH2:9][CH2:8][CH2:7]1)=O)C.[H-].[Al+3].[Li+].[H-].[H-].[H-].O.O.O.O.O.O.O.O.O.O.S([O-])([O-])(=O)=O.[Na+].[Na+], predict the reaction product. The product is: [C:14]([O:13][C:11](=[O:12])[NH:10][C:6]1([CH2:4][OH:3])[CH2:9][CH2:8][CH2:7]1)([CH3:17])([CH3:15])[CH3:16]. (2) Given the reactants [F:1][C:2]([F:22])([F:21])[CH:3]1[CH2:8][CH2:7][CH2:6][CH2:5][N:4]1[C:9]1[CH:14]=[CH:13][N:12]2[N:15]=[CH:16][C:17]([C:18]([OH:20])=O)=[C:11]2[N:10]=1.[NH2:23][C:24]1[CH:25]=[N:26][CH:27]=[CH:28][CH:29]=1.N1C=CC=CC=1.CN(C(ON1N=NC2C=CC=NC1=2)=[N+](C)C)C.F[P-](F)(F)(F)(F)F, predict the reaction product. The product is: [N:26]1[CH:27]=[CH:28][CH:29]=[C:24]([NH:23][C:18]([C:17]2[CH:16]=[N:15][N:12]3[CH:13]=[CH:14][C:9]([N:4]4[CH2:5][CH2:6][CH2:7][CH2:8][CH:3]4[C:2]([F:1])([F:22])[F:21])=[N:10][C:11]=23)=[O:20])[CH:25]=1. (3) Given the reactants [CH2:1]([N:3]([CH2:24][CH3:25])[C:4](=[O:23])[C:5]1[CH:10]=[CH:9][C:8]([CH:11](O)[C:12]2[CH:13]=[CH:14][CH:15]=[C:16]3[C:21]=2[N:20]=[CH:19][CH:18]=[CH:17]3)=[CH:7][CH:6]=1)[CH3:2].O=S(Cl)[Cl:28], predict the reaction product. The product is: [Cl:28][CH:11]([C:12]1[CH:13]=[CH:14][CH:15]=[C:16]2[C:21]=1[N:20]=[CH:19][CH:18]=[CH:17]2)[C:8]1[CH:9]=[CH:10][C:5]([C:4]([N:3]([CH2:24][CH3:25])[CH2:1][CH3:2])=[O:23])=[CH:6][CH:7]=1. (4) Given the reactants Br[C:2]1[N:3]=[C:4]([C:8]#[C:9][C:10]2[N:19]=[C:18]([CH3:20])[C:17]3[C:12](=[C:13]([CH3:21])[CH:14]=[CH:15][CH:16]=3)[N:11]=2)[N:5]([CH3:7])[CH:6]=1.[NH:22]1[CH2:26][CH2:25][CH2:24][C:23]1=[O:27], predict the reaction product. The product is: [CH3:20][C:18]1[C:17]2[C:12](=[C:13]([CH3:21])[CH:14]=[CH:15][CH:16]=2)[N:11]=[C:10]([C:9]#[C:8][C:4]2[N:5]([CH3:7])[CH:6]=[C:2]([N:22]3[CH2:26][CH2:25][CH2:24][C:23]3=[O:27])[N:3]=2)[N:19]=1. (5) The product is: [CH3:1][O:2][CH2:3][C:4]1[C:8](=[O:9])[O:7][CH2:6][C:5]=1[N:10]1[CH2:14][CH2:13][C:12]2([CH2:15][CH2:16][NH:17][CH2:18][CH2:19]2)[C:11]1=[O:27]. Given the reactants [CH3:1][O:2][CH2:3][C:4]1[C:8](=[O:9])[O:7][CH2:6][C:5]=1[N:10]1[CH2:14][CH2:13][C:12]2([CH2:19][CH2:18][N:17](C(OC(C)(C)C)=O)[CH2:16][CH2:15]2)[C:11]1=[O:27].CC1CC2(CCNCC2)C(=O)N1C1COC(=O)C=1, predict the reaction product. (6) Given the reactants [F:1][C:2]1[CH:19]=[CH:18][C:5]([CH2:6][O:7][C:8]2[CH:13]=[CH:12][C:11]([S:14]([O-])(=[O:16])=[O:15])=[CH:10][CH:9]=2)=[CH:4][CH:3]=1.[Na+].P(Cl)(Cl)(Cl)(Cl)[Cl:22], predict the reaction product. The product is: [F:1][C:2]1[CH:19]=[CH:18][C:5]([CH2:6][O:7][C:8]2[CH:13]=[CH:12][C:11]([S:14]([Cl:22])(=[O:16])=[O:15])=[CH:10][CH:9]=2)=[CH:4][CH:3]=1. (7) Given the reactants [CH2:1]([N:8]1[CH2:13][CH2:12][O:11][CH:10]([C:14]2[CH:19]=[CH:18][C:17]([OH:20])=[C:16]([Cl:21])[CH:15]=2)[CH2:9]1)[C:2]1[CH:7]=[CH:6][CH:5]=[CH:4][CH:3]=1.[Cl:22][C:23]1[CH:28]=[CH:27][CH:26]=[C:25]([Cl:29])[C:24]=1F.C([O-])([O-])=O.[K+].[K+], predict the reaction product. The product is: [CH2:1]([N:8]1[CH2:13][CH2:12][O:11][CH:10]([C:14]2[CH:19]=[CH:18][C:17]([O:20][C:24]3[C:23]([Cl:22])=[CH:28][CH:27]=[CH:26][C:25]=3[Cl:29])=[C:16]([Cl:21])[CH:15]=2)[CH2:9]1)[C:2]1[CH:3]=[CH:4][CH:5]=[CH:6][CH:7]=1. (8) The product is: [CH2:19]1[C:20]2[C:25](=[CH:24][CH:23]=[CH:22][CH:21]=2)[CH:16]([N:12]2[C:11]([CH2:9][O:8][CH3:7])=[CH:15][N:14]=[CH:13]2)[CH2:17][S:18]1. Given the reactants [H-].[H-].[H-].[H-].[Li+].[Al+3].[CH3:7][O:8][C:9]([C:11]1[N:12]([CH:16]2[C:25]3[C:20](=[CH:21][CH:22]=[CH:23][CH:24]=3)[CH2:19][S:18][CH2:17]2)[CH:13]=[N:14][CH:15]=1)=O.C1C2C(=CC=CC=2)C(N2C(CO)=CN=C2)CS1.CC(C)([O-])C.[K+].IC, predict the reaction product. (9) Given the reactants [N+]([O-])([O-])=O.[Ce+4].[NH4+].[N+]([O-])([O-])=O.[N+]([O-])([O-])=O.[N+]([O-])([O-])=O.[N+]([O-])([O-])=O.C(=O)(O)[O-].[Na+].[C:28]1([O:33][Si](C)(C)C)[CH2:32][CH2:31][CH2:30][CH:29]=1.C[Si](C)(C)[O:40][C:41]([CH3:43])=[CH2:42], predict the reaction product. The product is: [O:40]=[C:41]([CH3:43])[CH2:42][CH:29]1[CH2:30][CH2:31][CH2:32][C:28]1=[O:33]. (10) Given the reactants Cl[C:2]1[CH:7]=[CH:6][N:5]2[N:8]=[CH:9][C:10]([CH:11]=[O:12])=[C:4]2[N:3]=1.[O:13]1[CH2:18][CH2:17][N:16]([CH2:19][C:20]2[CH:21]=[C:22]([CH:24]=[CH:25][CH:26]=2)[NH2:23])[CH2:15][CH2:14]1.O, predict the reaction product. The product is: [O:13]1[CH2:14][CH2:15][N:16]([CH2:19][C:20]2[CH:21]=[C:22]([NH:23][C:2]3[CH:7]=[CH:6][N:5]4[N:8]=[CH:9][C:10]([CH:11]=[O:12])=[C:4]4[N:3]=3)[CH:24]=[CH:25][CH:26]=2)[CH2:17][CH2:18]1.